From a dataset of Peptide-MHC class I binding affinity with 185,985 pairs from IEDB/IMGT. Regression. Given a peptide amino acid sequence and an MHC pseudo amino acid sequence, predict their binding affinity value. This is MHC class I binding data. The peptide sequence is EHYVRITGL. The MHC is HLA-B27:05 with pseudo-sequence HLA-B27:05. The binding affinity (normalized) is 0.00590.